Dataset: NCI-60 drug combinations with 297,098 pairs across 59 cell lines. Task: Regression. Given two drug SMILES strings and cell line genomic features, predict the synergy score measuring deviation from expected non-interaction effect. (1) Drug 1: C1=CN(C=N1)CC(O)(P(=O)(O)O)P(=O)(O)O. Drug 2: CN(CCCl)CCCl.Cl. Cell line: M14. Synergy scores: CSS=-14.2, Synergy_ZIP=10.5, Synergy_Bliss=13.8, Synergy_Loewe=-6.95, Synergy_HSA=-4.58. (2) Drug 1: CN1C2=C(C=C(C=C2)N(CCCl)CCCl)N=C1CCCC(=O)O.Cl. Cell line: BT-549. Drug 2: CC12CCC3C(C1CCC2OP(=O)(O)O)CCC4=C3C=CC(=C4)OC(=O)N(CCCl)CCCl.[Na+]. Synergy scores: CSS=2.32, Synergy_ZIP=-2.93, Synergy_Bliss=-1.12, Synergy_Loewe=-2.69, Synergy_HSA=-1.44. (3) Cell line: OVCAR-8. Drug 2: B(C(CC(C)C)NC(=O)C(CC1=CC=CC=C1)NC(=O)C2=NC=CN=C2)(O)O. Synergy scores: CSS=12.5, Synergy_ZIP=1.30, Synergy_Bliss=2.16, Synergy_Loewe=-11.2, Synergy_HSA=0.340. Drug 1: C1=CC(=CC=C1C#N)C(C2=CC=C(C=C2)C#N)N3C=NC=N3. (4) Drug 1: C1=NC2=C(N=C(N=C2N1C3C(C(C(O3)CO)O)F)Cl)N. Drug 2: CC1=C(N=C(N=C1N)C(CC(=O)N)NCC(C(=O)N)N)C(=O)NC(C(C2=CN=CN2)OC3C(C(C(C(O3)CO)O)O)OC4C(C(C(C(O4)CO)O)OC(=O)N)O)C(=O)NC(C)C(C(C)C(=O)NC(C(C)O)C(=O)NCCC5=NC(=CS5)C6=NC(=CS6)C(=O)NCCC[S+](C)C)O. Cell line: MDA-MB-231. Synergy scores: CSS=28.4, Synergy_ZIP=-7.08, Synergy_Bliss=-3.97, Synergy_Loewe=-0.0574, Synergy_HSA=0.242.